From a dataset of Reaction yield outcomes from USPTO patents with 853,638 reactions. Predict the reaction yield, written as a fraction of the theoretical maximum amount of product (1.0 means a 100% yield; for example, 0.34 means a 34% yield). The product is [CH:13]1[CH:12]=[C:11]2[C:10]([N:9]([C@H:3]3[CH:4]4[CH2:7][CH2:8][N:1]([CH2:6][CH2:5]4)[CH2:2]3)[CH2:18][C@H:17]3[CH2:19][CH2:20][CH2:21][C:15](=[C:16]23)[CH:14]=1)=[O:22]. The reactants are [N:1]12[CH2:8][CH2:7][CH:4]([CH2:5][CH2:6]1)[CH:3]([N:9]1[CH2:18][CH:17]3[CH2:19][CH2:20][CH2:21][C:15]4[C:16]3=[C:11]([CH:12]=[CH:13][CH:14]=4)[C:10]1=[O:22])[CH2:2]2.Br. The yield is 0.610. The catalyst is C(O)C.